This data is from Ames mutagenicity test results for genotoxicity prediction. The task is: Regression/Classification. Given a drug SMILES string, predict its toxicity properties. Task type varies by dataset: regression for continuous values (e.g., LD50, hERG inhibition percentage) or binary classification for toxic/non-toxic outcomes (e.g., AMES mutagenicity, cardiotoxicity, hepatotoxicity). Dataset: ames. (1) The compound is CC(=O)c1ccc(CC(C)C)cc1. The result is 0 (non-mutagenic). (2) The drug is Cc1ccc(N)c(N)c1. The result is 1 (mutagenic). (3) The drug is CCC1(C(C)O)OC1(C(N)=O)C(=O)OC. The result is 0 (non-mutagenic).